From a dataset of Reaction yield outcomes from USPTO patents with 853,638 reactions. Predict the reaction yield, written as a fraction of the theoretical maximum amount of product (1.0 means a 100% yield; for example, 0.34 means a 34% yield). (1) The reactants are [CH3:1][CH:2]([NH2:26])[CH:3]([C:20]1[CH:25]=[CH:24][CH:23]=[CH:22][CH:21]=1)[O:4][C:5]1[CH:6]=[C:7]2[C:11](=[CH:12][CH:13]=1)[N:10]([C:14]1[CH:19]=[CH:18][CH:17]=[CH:16][N:15]=1)[N:9]=[CH:8]2.CCN(C(C)C)C(C)C.[CH3:36][O:37][CH2:38][C:39](Cl)=[O:40]. The catalyst is C(#N)C. The product is [CH3:36][O:37][CH2:38][C:39]([NH:26][CH:2]([CH3:1])[CH:3]([C:20]1[CH:25]=[CH:24][CH:23]=[CH:22][CH:21]=1)[O:4][C:5]1[CH:6]=[C:7]2[C:11](=[CH:12][CH:13]=1)[N:10]([C:14]1[CH:19]=[CH:18][CH:17]=[CH:16][N:15]=1)[N:9]=[CH:8]2)=[O:40]. The yield is 0.290. (2) The reactants are [O:1]1[C:6]2[CH:7]=[CH:8][C:9]([C:11]3[C:16]([CH3:17])=[CH:15][CH:14]=[C:13]([CH3:18])[C:12]=3[CH:19]([OH:24])[C:20]([O:22][CH3:23])=[O:21])=[CH:10][C:5]=2[CH2:4][CH2:3][CH2:2]1.Cl(O)(=O)(=O)=O.C(=O)(O)[O-].[Na+].[CH2:35]1[CH2:40][CH2:39][CH2:39][CH2:40][CH2:35]1.[C:41](OCC)(=O)[CH3:41]. The catalyst is C(OC(C)(C)C)(=O)C. The product is [C:40]([O:24][CH:19]([C:12]1[C:13]([CH3:18])=[CH:14][CH:15]=[C:16]([CH3:17])[C:11]=1[C:9]1[CH:8]=[CH:7][C:6]2[O:1][CH2:2][CH2:3][CH2:4][C:5]=2[CH:10]=1)[C:20]([O:22][CH3:23])=[O:21])([CH3:39])([CH3:35])[CH3:41]. The yield is 0.0800. (3) The reactants are Cl[CH:2]([C:7](=O)[CH2:8][CH3:9])[C:3]([O:5][CH3:6])=[O:4].[NH2:11][C:12]([NH2:14])=[S:13]. The catalyst is C(O)C. The product is [NH2:14][C:12]1[S:13][C:2]([C:3]([O:5][CH3:6])=[O:4])=[C:7]([CH2:8][CH3:9])[N:11]=1. The yield is 0.950. (4) The reactants are [CH:1]([C@H:14]1[CH2:20][C@H:19]2[C@H:17]([O:18]2)[CH2:16][O:15]1)([C:8]1[CH:13]=[CH:12][CH:11]=[CH:10][CH:9]=1)[C:2]1[CH:7]=[CH:6][CH:5]=[CH:4][CH:3]=1.[H-].[H-].[H-].[H-].[Li+].[Al+3]. The catalyst is CCCCC. The product is [CH:1]([C@@H:14]1[O:15][CH2:16][C@@H:17]([OH:18])[CH2:19][CH2:20]1)([C:8]1[CH:13]=[CH:12][CH:11]=[CH:10][CH:9]=1)[C:2]1[CH:3]=[CH:4][CH:5]=[CH:6][CH:7]=1. The yield is 0.700.